Dataset: Peptide-MHC class I binding affinity with 185,985 pairs from IEDB/IMGT. Task: Regression. Given a peptide amino acid sequence and an MHC pseudo amino acid sequence, predict their binding affinity value. This is MHC class I binding data. (1) The peptide sequence is NVQFVDINR. The MHC is HLA-A02:03 with pseudo-sequence HLA-A02:03. The binding affinity (normalized) is 0. (2) The peptide sequence is LTLSAQSRTLL. The MHC is Mamu-A02 with pseudo-sequence Mamu-A02. The binding affinity (normalized) is 0.676. (3) The peptide sequence is RQMESEGIF. The MHC is HLA-B15:01 with pseudo-sequence HLA-B15:01. The binding affinity (normalized) is 0.926. (4) The peptide sequence is LTLTFTGC. The MHC is H-2-Db with pseudo-sequence H-2-Db. The binding affinity (normalized) is 0. (5) The peptide sequence is EVVDMLSTY. The MHC is HLA-B08:01 with pseudo-sequence HLA-B08:01. The binding affinity (normalized) is 0.0847. (6) The peptide sequence is RRWRRLTVC. The MHC is HLA-B39:01 with pseudo-sequence HLA-B39:01. The binding affinity (normalized) is 0.213. (7) The peptide sequence is VSSIFLHLL. The MHC is Mamu-A01 with pseudo-sequence Mamu-A01. The binding affinity (normalized) is 0.959. (8) The peptide sequence is EEIEYTIL. The MHC is HLA-A02:02 with pseudo-sequence HLA-A02:02. The binding affinity (normalized) is 0. (9) The peptide sequence is RGDNFAVEK. The MHC is HLA-A03:01 with pseudo-sequence HLA-A03:01. The binding affinity (normalized) is 0.149.